From a dataset of Oral bioavailability binary classification data from Ma et al.. Regression/Classification. Given a drug SMILES string, predict its absorption, distribution, metabolism, or excretion properties. Task type varies by dataset: regression for continuous measurements (e.g., permeability, clearance, half-life) or binary classification for categorical outcomes (e.g., BBB penetration, CYP inhibition). Dataset: bioavailability_ma. (1) The molecule is CNC(=C[N+](=O)[O-])NCCSCc1ccc(CN(C)C)o1. The result is 1 (high bioavailability). (2) The molecule is CC(=O)CC(c1ccccc1)c1c(O)c2ccccc2oc1=O. The result is 1 (high bioavailability). (3) The molecule is CS(=O)(=O)c1ccc2c(c1)N(CCCN1CCC(C(N)=O)CC1)c1ccccc1S2. The result is 0 (low bioavailability). (4) The molecule is Cn1c(CCCC(=O)O)nc2cc(N(CCCl)CCCl)ccc21. The result is 1 (high bioavailability). (5) The drug is CO[C@]12CC[C@@]3(C[C@@H]1[C@](C)(O)C(C)(C)C)[C@H]1Cc4ccc(O)c5c4[C@@]3(CCN1CC1CC1)[C@H]2O5. The result is 1 (high bioavailability). (6) The compound is COc1ccc(OC)c(Cc2cnc3nc(N)nc(N)c3c2C)c1. The result is 1 (high bioavailability). (7) The compound is CCOC(=O)C1=C[C@]2(CC)CCCN3CCc4c(n1c1ccccc41)[C@@H]32. The result is 0 (low bioavailability). (8) The molecule is CC(C(=O)O)c1ccc(-c2ccccc2)c(F)c1. The result is 1 (high bioavailability). (9) The molecule is NC12CC3CC(CC(C3)C1)C2. The result is 1 (high bioavailability). (10) The compound is C[C@]12CC[C@H]3[C@@H](CCC4=CC(=O)CC[C@@]43C)[C@@H]1CC[C@@H]2O. The result is 0 (low bioavailability).